Dataset: Reaction yield outcomes from USPTO patents with 853,638 reactions. Task: Predict the reaction yield, written as a fraction of the theoretical maximum amount of product (1.0 means a 100% yield; for example, 0.34 means a 34% yield). (1) The reactants are C(Cl)(=O)C(Cl)=O.CS(C)=O.[F:11][C@H:12]1[CH2:16][C@H:15]([O:17][CH:18]2[CH2:23][CH2:22][CH2:21][CH2:20][O:19]2)[C@H:14]([CH2:24]/[CH:25]=[CH:26]\[CH2:27][CH2:28][CH2:29][C:30]([O:32][CH:33]([CH3:35])[CH3:34])=[O:31])[C@H:13]1[CH2:36][OH:37].OS([O-])(=O)=O.[K+]. The catalyst is C(Cl)Cl.C(N(CC)CC)C. The product is [F:11][C@H:12]1[CH2:16][C@H:15]([O:17][CH:18]2[CH2:23][CH2:22][CH2:21][CH2:20][O:19]2)[C@H:14]([CH2:24]/[CH:25]=[CH:26]\[CH2:27][CH2:28][CH2:29][C:30]([O:32][CH:33]([CH3:35])[CH3:34])=[O:31])[C@H:13]1[CH:36]=[O:37]. The yield is 0.800. (2) The reactants are [N:1]([C:4]1[CH:14]=[CH:13][C:7]([C:8]([NH:10][CH2:11][CH3:12])=[O:9])=[CH:6][CH:5]=1)=[N+:2]=[N-:3].[C:15]([CH2:20][C:21]([O:23]CC)=[O:22])(=O)[CH:16]([CH3:18])[CH3:17].[O-]CC.[Na+].O. The catalyst is C(O)C. The product is [CH2:11]([NH:10][C:8]([C:7]1[CH:6]=[CH:5][C:4]([N:1]2[C:15]([CH:16]([CH3:18])[CH3:17])=[C:20]([C:21]([OH:23])=[O:22])[N:3]=[N:2]2)=[CH:14][CH:13]=1)=[O:9])[CH3:12]. The yield is 0.934. (3) The reactants are [N:1]1([C:7]2[N:12]=[C:11]([N:13]3[CH:18]4[CH2:19][CH2:20][CH:14]3[CH2:15][O:16][CH2:17]4)[N:10]=[C:9]([C:21]3[CH:27]=[CH:26][C:24]([NH2:25])=[CH:23][CH:22]=3)[N:8]=2)[CH2:6][CH2:5][O:4][CH2:3][CH2:2]1.ClC(Cl)(O[C:32](=[O:38])OC(Cl)(Cl)Cl)Cl.[NH2:40][C:41]1[CH:42]=[N:43][CH:44]=[CH:45][CH:46]=1. No catalyst specified. The product is [N:1]1([C:7]2[N:12]=[C:11]([N:13]3[CH:14]4[CH2:20][CH2:19][CH:18]3[CH2:17][O:16][CH2:15]4)[N:10]=[C:9]([C:21]3[CH:27]=[CH:26][C:24]([NH:25][C:32]([NH:40][C:41]4[CH:42]=[N:43][CH:44]=[CH:45][CH:46]=4)=[O:38])=[CH:23][CH:22]=3)[N:8]=2)[CH2:2][CH2:3][O:4][CH2:5][CH2:6]1. The yield is 0.410. (4) The reactants are [C:1]1([CH2:7][O:8][CH2:9][C:10](=[O:13])[CH:11]=[CH2:12])[CH:6]=[CH:5][CH:4]=[CH:3][CH:2]=1.[CH2:14]([NH:21][CH:22]([CH2:27]OC)[Si](C)(C)C)[C:15]1[CH:20]=[CH:19][CH:18]=[CH:17][CH:16]=1.FC(F)(F)C(O)=O. The catalyst is ClCCl.C(=O)(O)[O-].[Na+]. The product is [CH2:7]([O:8][CH2:9][C:10]([CH:11]1[CH2:27][CH2:22][N:21]([CH2:14][C:15]2[CH:20]=[CH:19][CH:18]=[CH:17][CH:16]=2)[CH2:12]1)=[O:13])[C:1]1[CH:6]=[CH:5][CH:4]=[CH:3][CH:2]=1. The yield is 0.370. (5) The reactants are C(NC(C)C)(C)C.[CH2:8]([Li])[CH2:9][CH2:10][CH3:11].[CH:13]1([C:18]([O:20][CH3:21])=[O:19])[CH2:17][CH2:16][CH2:15][CH2:14]1.BrCCC=C.[Cl-].[NH4+]. The catalyst is C1COCC1. The product is [CH3:21][O:20][C:18]([C:13]1([CH2:11][CH2:10][CH:9]=[CH2:8])[CH2:17][CH2:16][CH2:15][CH2:14]1)=[O:19]. The yield is 0.530. (6) The reactants are [Cl:1][C:2]1[N:7]=[C:6](Cl)[C:5]([F:9])=[CH:4][N:3]=1.[O:10]1[CH2:14][CH2:13][CH:12]([OH:15])[CH2:11]1.C(=O)([O-])[O-].[Cs+].[Cs+]. The catalyst is CN(C=O)C.C(OCC)(=O)C. The product is [Cl:1][C:2]1[N:7]=[C:6]([O:15][CH:12]2[CH2:13][CH2:14][O:10][CH2:11]2)[C:5]([F:9])=[CH:4][N:3]=1. The yield is 0.290.